This data is from NCI-60 drug combinations with 297,098 pairs across 59 cell lines. The task is: Regression. Given two drug SMILES strings and cell line genomic features, predict the synergy score measuring deviation from expected non-interaction effect. (1) Drug 1: CC1=C(C=C(C=C1)NC(=O)C2=CC=C(C=C2)CN3CCN(CC3)C)NC4=NC=CC(=N4)C5=CN=CC=C5. Drug 2: C1C(C(OC1N2C=NC3=C2NC=NCC3O)CO)O. Cell line: K-562. Synergy scores: CSS=58.0, Synergy_ZIP=4.15, Synergy_Bliss=4.54, Synergy_Loewe=-11.6, Synergy_HSA=3.36. (2) Drug 1: CCC(=C(C1=CC=CC=C1)C2=CC=C(C=C2)OCCN(C)C)C3=CC=CC=C3.C(C(=O)O)C(CC(=O)O)(C(=O)O)O. Drug 2: CC1=C(C(=O)C2=C(C1=O)N3CC4C(C3(C2COC(=O)N)OC)N4)N. Cell line: MALME-3M. Synergy scores: CSS=19.3, Synergy_ZIP=-2.48, Synergy_Bliss=-1.33, Synergy_Loewe=-13.2, Synergy_HSA=-0.392. (3) Drug 1: C1=CN(C(=O)N=C1N)C2C(C(C(O2)CO)O)O.Cl. Drug 2: CCN(CC)CCCC(C)NC1=C2C=C(C=CC2=NC3=C1C=CC(=C3)Cl)OC. Cell line: U251. Synergy scores: CSS=32.1, Synergy_ZIP=-8.16, Synergy_Bliss=2.85, Synergy_Loewe=-3.73, Synergy_HSA=3.52. (4) Drug 1: CCCCC(=O)OCC(=O)C1(CC(C2=C(C1)C(=C3C(=C2O)C(=O)C4=C(C3=O)C=CC=C4OC)O)OC5CC(C(C(O5)C)O)NC(=O)C(F)(F)F)O. Drug 2: C(CN)CNCCSP(=O)(O)O. Cell line: HT29. Synergy scores: CSS=32.6, Synergy_ZIP=-7.91, Synergy_Bliss=-10.9, Synergy_Loewe=-47.0, Synergy_HSA=-12.9. (5) Drug 1: COC1=C(C=C2C(=C1)N=CN=C2NC3=CC(=C(C=C3)F)Cl)OCCCN4CCOCC4. Drug 2: C1=CC(=C2C(=C1NCCNCCO)C(=O)C3=C(C=CC(=C3C2=O)O)O)NCCNCCO. Cell line: T-47D. Synergy scores: CSS=48.9, Synergy_ZIP=6.01, Synergy_Bliss=6.66, Synergy_Loewe=9.99, Synergy_HSA=11.4. (6) Drug 1: CC12CCC3C(C1CCC2O)C(CC4=C3C=CC(=C4)O)CCCCCCCCCS(=O)CCCC(C(F)(F)F)(F)F. Drug 2: CN(C(=O)NC(C=O)C(C(C(CO)O)O)O)N=O. Cell line: MDA-MB-435. Synergy scores: CSS=-7.27, Synergy_ZIP=4.19, Synergy_Bliss=3.47, Synergy_Loewe=-5.99, Synergy_HSA=-3.82. (7) Drug 1: C1=CC=C(C=C1)NC(=O)CCCCCCC(=O)NO. Drug 2: CCN(CC)CCCC(C)NC1=C2C=C(C=CC2=NC3=C1C=CC(=C3)Cl)OC. Cell line: MCF7. Synergy scores: CSS=24.4, Synergy_ZIP=-12.3, Synergy_Bliss=-6.77, Synergy_Loewe=-7.26, Synergy_HSA=-4.45. (8) Drug 1: C1CCC(C1)C(CC#N)N2C=C(C=N2)C3=C4C=CNC4=NC=N3. Drug 2: COC1=NC(=NC2=C1N=CN2C3C(C(C(O3)CO)O)O)N. Cell line: SN12C. Synergy scores: CSS=5.86, Synergy_ZIP=-1.03, Synergy_Bliss=0.148, Synergy_Loewe=-1.35, Synergy_HSA=1.27.